This data is from Forward reaction prediction with 1.9M reactions from USPTO patents (1976-2016). The task is: Predict the product of the given reaction. Given the reactants [CH:1]([C:4]1[CH:5]=[C:6]([CH:9]=[C:10]([CH:14]([CH3:16])[CH3:15])[C:11]=1[O:12][CH3:13])[CH:7]=O)([CH3:3])[CH3:2].[OH:17][C:18]1[CH:26]=[C:25]2[C:21]([CH2:22][C:23](=[O:27])[NH:24]2)=[CH:20][CH:19]=1, predict the reaction product. The product is: [CH:1]([C:4]1[CH:5]=[C:6]([CH:9]=[C:10]([CH:14]([CH3:16])[CH3:15])[C:11]=1[O:12][CH3:13])[CH:7]=[C:22]1[C:21]2[C:25](=[CH:26][C:18]([OH:17])=[CH:19][CH:20]=2)[NH:24][C:23]1=[O:27])([CH3:3])[CH3:2].